From a dataset of Catalyst prediction with 721,799 reactions and 888 catalyst types from USPTO. Predict which catalyst facilitates the given reaction. (1) Reactant: [C:1]([O:6][CH2:7][CH2:8][CH2:9][Br:10])(=[O:5])[C:2]([CH3:4])=[CH2:3].NC(N)=S. Product: [BrH:10].[C:1]([O:6][CH2:7][CH2:8][CH3:9])(=[O:5])[C:2]([CH3:4])=[CH2:3]. The catalyst class is: 8. (2) Reactant: [CH3:1][C:2]([S:6]([CH3:18])(=[N:8][CH2:9][CH2:10][O:11][CH:12]1[CH2:17][CH2:16][CH2:15][CH2:14][O:13]1)=[O:7])([CH3:5])[C:3]#[N:4].[Li]CCCC.[Br:24][C:25]1[N:30]=[C:29](/[C:31](=[N:33]/[S@@:34]([C:36]([CH3:39])([CH3:38])[CH3:37])=[O:35])/[CH3:32])[C:28]([F:40])=[C:27]([Si:41]([CH2:46][CH3:47])([CH2:44][CH3:45])[CH2:42][CH3:43])[CH:26]=1. The catalyst class is: 1. Product: [Br:24][C:25]1[N:30]=[C:29]([C@:31]([NH:33][S@@:34]([C:36]([CH3:38])([CH3:39])[CH3:37])=[O:35])([CH3:32])[CH2:18][S:6]([C:2]([C:3]#[N:4])([CH3:1])[CH3:5])(=[N:8][CH2:9][CH2:10][O:11][CH:12]2[CH2:17][CH2:16][CH2:15][CH2:14][O:13]2)=[O:7])[C:28]([F:40])=[C:27]([Si:41]([CH2:46][CH3:47])([CH2:42][CH3:43])[CH2:44][CH3:45])[CH:26]=1.